This data is from Catalyst prediction with 721,799 reactions and 888 catalyst types from USPTO. The task is: Predict which catalyst facilitates the given reaction. (1) Reactant: C(OC(=O)[NH:7][CH2:8][CH2:9][N:10]1[C:18]2[C:17]([NH:19][C:20]3[CH:25]=[CH:24][C:23]([O:26][C:27]4[CH:32]=[CH:31][CH:30]=[C:29]([O:33][CH2:34][C:35]([F:38])([F:37])[F:36])[CH:28]=4)=[C:22]([CH3:39])[CH:21]=3)=[N:16][CH:15]=[N:14][C:13]=2[CH:12]=[CH:11]1)(C)(C)C.[ClH:41]. Product: [ClH:41].[ClH:41].[NH2:7][CH2:8][CH2:9][N:10]1[C:18]2[C:17]([NH:19][C:20]3[CH:25]=[CH:24][C:23]([O:26][C:27]4[CH:32]=[CH:31][CH:30]=[C:29]([O:33][CH2:34][C:35]([F:37])([F:38])[F:36])[CH:28]=4)=[C:22]([CH3:39])[CH:21]=3)=[N:16][CH:15]=[N:14][C:13]=2[CH:12]=[CH:11]1. The catalyst class is: 8. (2) Reactant: CO[C:3]([CH:5]1[CH2:9][N:8]([C:10]2[CH:15]=[CH:14][CH:13]=[CH:12][CH:11]=2)[CH2:7][N:6]1[C:16](=[O:26])[CH:17]([NH:21][C:22]([O:24][CH3:25])=[O:23])[CH:18]([CH3:20])[CH3:19])=[O:4].[Li+].[OH-].Cl.CN(C(ON1N=NC2C=CC=NC1=2)=[N+](C)C)C.F[P-](F)(F)(F)(F)F.CCN(C(C)C)C(C)C.Cl.[NH2:64][CH2:65][C:66]([C:68]1[CH:73]=[CH:72][C:71]([Br:74])=[CH:70][CH:69]=1)=[O:67]. The catalyst class is: 36. Product: [CH3:25][O:24][C:22](=[O:23])[NH:21][CH:17]([C:16]([N:6]1[CH:5]([C:3](=[O:4])[NH:64][CH2:65][C:66]([C:68]2[CH:73]=[CH:72][C:71]([Br:74])=[CH:70][CH:69]=2)=[O:67])[CH2:9][N:8]([C:10]2[CH:11]=[CH:12][CH:13]=[CH:14][CH:15]=2)[CH2:7]1)=[O:26])[CH:18]([CH3:20])[CH3:19].